The task is: Predict the reactants needed to synthesize the given product.. This data is from Full USPTO retrosynthesis dataset with 1.9M reactions from patents (1976-2016). Given the product [CH:1]([S:4]([C:7]1[CH:30]([C:29]2[CH:32]=[CH:33][CH:34]=[CH:35][C:28]=2[O:27][CH3:26])[N:23]([C:22]2[CH:24]=[CH:25][C:19]([C:16]3[CH:17]=[CH:18][S:14][CH:15]=3)=[CH:20][CH:21]=2)[C:9](=[O:11])[C:8]=1[OH:13])(=[O:5])=[O:6])([CH3:2])[CH3:3], predict the reactants needed to synthesize it. The reactants are: [CH:1]([S:4]([CH2:7][C:8](=[O:13])[C:9]([O:11]C)=O)(=[O:6])=[O:5])([CH3:3])[CH3:2].[S:14]1[CH:18]=[CH:17][C:16]([C:19]2[CH:25]=[CH:24][C:22]([NH2:23])=[CH:21][CH:20]=2)=[CH:15]1.[CH3:26][O:27][C:28]1[CH:35]=[CH:34][CH:33]=[CH:32][C:29]=1[CH:30]=O.C(O)(=O)C.